From a dataset of Catalyst prediction with 721,799 reactions and 888 catalyst types from USPTO. Predict which catalyst facilitates the given reaction. Reactant: [CH2:1]([O:8][C:9]([NH:11][C@H:12]1[CH2:17][CH2:16][C@H:15]([C:18](O)=[O:19])[CH2:14][CH2:13]1)=[O:10])[C:2]1[CH:7]=[CH:6][CH:5]=[CH:4][CH:3]=1.B.O1CCCC1.C(O)(=O)C.O. Product: [OH:19][CH2:18][C@H:15]1[CH2:16][CH2:17][C@H:12]([NH:11][C:9](=[O:10])[O:8][CH2:1][C:2]2[CH:3]=[CH:4][CH:5]=[CH:6][CH:7]=2)[CH2:13][CH2:14]1. The catalyst class is: 7.